From a dataset of Reaction yield outcomes from USPTO patents with 853,638 reactions. Predict the reaction yield, written as a fraction of the theoretical maximum amount of product (1.0 means a 100% yield; for example, 0.34 means a 34% yield). The reactants are [Cl:1][C:2]1[CH:7]=[CH:6][C:5]([CH:8]2[CH2:13][CH2:12][CH2:11][N:10]([C:14]([C:16]3[CH:21]=[CH:20][N:19]=[C:18](F)[CH:17]=3)=[O:15])[CH2:9]2)=[CH:4][CH:3]=1.[CH3:23][CH:24]([NH2:26])[CH3:25].C(N(CC)CC)C. The catalyst is CC(O)C. The product is [Cl:1][C:2]1[CH:7]=[CH:6][C:5]([CH:8]2[CH2:13][CH2:12][CH2:11][N:10]([C:14]([C:16]3[CH:21]=[CH:20][N:19]=[C:18]([NH:26][CH:24]([CH3:25])[CH3:23])[CH:17]=3)=[O:15])[CH2:9]2)=[CH:4][CH:3]=1. The yield is 0.620.